Dataset: Reaction yield outcomes from USPTO patents with 853,638 reactions. Task: Predict the reaction yield, written as a fraction of the theoretical maximum amount of product (1.0 means a 100% yield; for example, 0.34 means a 34% yield). (1) The reactants are [C:1]([O:5][C:6](=[O:20])[C:7]1[CH:12]=[CH:11][CH:10]=[C:9]([C:13]2[C:18]([CH3:19])=[CH:17][CH:16]=[CH:15][N:14]=2)[CH:8]=1)([CH3:4])([CH3:3])[CH3:2].NC(N)=[O:23].OO.C1(=O)OC(=O)C2=CC=CC=C12.[O-]S([O-])=O.[Na+].[Na+].C([O-])([O-])=O.[Na+].[Na+]. The catalyst is CCOC(C)=O.O. The product is [C:1]([O:5][C:6]([C:7]1[CH:8]=[C:9]([C:13]2[C:18]([CH3:19])=[CH:17][CH:16]=[CH:15][N+:14]=2[O-:23])[CH:10]=[CH:11][CH:12]=1)=[O:20])([CH3:4])([CH3:3])[CH3:2]. The yield is 0.950. (2) The reactants are Br[C:2]1[CH:3]=[C:4]([C:8]([C:10]2[C:18]3[CH:17]=[N:16][CH:15]=[N:14][C:13]=3[N:12]([CH:19]([CH3:21])[CH3:20])[CH:11]=2)=[O:9])[CH:5]=[N:6][CH:7]=1.[CH3:22][NH2:23]. No catalyst specified. The product is [CH:19]([N:12]1[C:13]2[N:14]=[CH:15][N:16]=[CH:17][C:18]=2[C:10]([C:8]([C:4]2[CH:5]=[N:6][CH:7]=[C:2]([NH:23][CH3:22])[CH:3]=2)=[O:9])=[CH:11]1)([CH3:21])[CH3:20]. The yield is 0.130.